This data is from Experimentally validated miRNA-target interactions with 360,000+ pairs, plus equal number of negative samples. The task is: Binary Classification. Given a miRNA mature sequence and a target amino acid sequence, predict their likelihood of interaction. (1) The miRNA is mmu-miR-876-5p with sequence UGGAUUUCUCUGUGAAUCACUA. The protein sequence of the target gene is MKRKERIARRLEGIENDSQPILLQSCTGLVTHRLLEEDTPRYMRATDPASPHIGRSKEEEDTPGSSLEKQTPSKYCIETSGIHSSGSMDTHSLESKAERIARYKAERRRQLAEKYGLTLDPEADSEYLSRYAKSRKDPDVTERRGKSDKQEEQSKDANSRHSRTESGPRTSLVASQDCTPLGSNMSDQEQLLNVENQRRVQDPPLGEDGSSAFFSERSISFPEVPRSPKQIPSSPLQQPASPNHPGDSPLPTEARASTGKPTHEWFLQRDSEGDTPSLINWPSRVKVREKLVKEESARSS.... Result: 0 (no interaction). (2) The miRNA is hsa-miR-3972 with sequence CUGCCAGCCCCGUUCCAGGGCA. The protein sequence of the target gene is MAMEMRLPVARKPLSERLGRDTKKHLVVPGDTITTDTGFMRGHGTYMGEEKLIASVAGSVERVNKLICVKALKTRYIGEVGDIVVGRITEVQQKRWKVETNSRLDSVLLLSSMNLPGGELRRRSAEDELAMRGFLQEGDLISAEVQAVFSDGAVSLHTRSLKYGKLGQGVLVQVSPSLVKRQKTHFHDLPCGASVILGNNGFIWIYPTPEHKEEEAGGFIANLEPVSLADREVISRLRNCIISLVTQRMMLYDTSILYCYEASLPHQIKDILKPEIMEEIVMETRQRLLEQEG. Result: 0 (no interaction). (3) The miRNA is mmu-miR-1902 with sequence AGAGGUGCAGUAGGCAUGACUU. The protein sequence of the target gene is MSGRGKQGGKARAKAKTRSSRAGLQFPVGRVHRLLRKGNYSERVGAGAPVYLAAVLEYLTAEILELAGNAARDNKKTRIIPRHLQLAIRNDEELNKLLGKVTIAQGGVLPNIQAVLLPKKTESHHKAKGK. Result: 0 (no interaction). (4) The miRNA is hsa-miR-432-3p with sequence CUGGAUGGCUCCUCCAUGUCU. The protein sequence of the target gene is MADIKTGIFAKNVQKRLNRAQEKVLQKLGKADETKDEQFEEYVQNFKRQEAEGTRLQRELRGYLAAIKGMQEASMKLTESLHEVYEPDWYGREDVKMVGEKCDVLWEDFHQKLVDGSLLTLDTYLGQFPDIKNRIAKRSRKLVDYDSARHHLEALQSSKRKDESRISKAEEEFQKAQKVFEEFNVDLQEELPSLWSSRVGFYVNTFKNVSSLEAKFHKEIAVLCHKLYEVMTKLGDQHADKAFSIQGAPSDSGPLRIAKTPSPPEEPSPLPSPTASPNHTLAPASPAPVRPRSPSQTRKG.... Result: 0 (no interaction). (5) The miRNA is mmu-miR-369-3p with sequence AAUAAUACAUGGUUGAUCUUU. The protein sequence of the target gene is MGRAGTGTGGEAVAAVVAGPLLLLLLARPPPASAGYSGKSEVGLVSEHFSQAPQRLSFYSWYGSARLFRFRVPPDAVLLRWLLQVSRESGAACTDAEITVHFRSGAPPVINPLGTSFPDDTAVQPSFQVGVPLSTTPRSNASVNVSHPAPGDWFVAAHLPPSSQKIELKGLAPTCAYVFQPELLVTRVVEISIMEPDVPLPQTLLSHPSYLKVFVPDYTRELLLELRDCVSNGSLGCPVRLTVGPVTLPSNFQKVLTCTGAPWPCRLLLPSPPWDRWLQVTAESLVGPLGTVAFSAVAAL.... Result: 0 (no interaction).